Predict which catalyst facilitates the given reaction. From a dataset of Catalyst prediction with 721,799 reactions and 888 catalyst types from USPTO. (1) Reactant: Br[C:2]1[CH:7]=[CH:6][C:5]([C:8]2[N:12]=[CH:11][N:10]([C:13]3[CH:18]=[CH:17][C:16]([O:19][C:20]([F:23])([F:22])[F:21])=[CH:15][CH:14]=3)[N:9]=2)=[CH:4][CH:3]=1.C(=O)([O-])[O-].[Na+].[Na+]. Product: [C:2]1([C:2]2[CH2:7][CH2:6][CH2:5][CH2:4][CH:3]=2)[CH:7]=[CH:6][C:5]([C:8]2[N:12]=[CH:11][N:10]([C:13]3[CH:18]=[CH:17][C:16]([O:19][C:20]([F:23])([F:22])[F:21])=[CH:15][CH:14]=3)[N:9]=2)=[CH:4][CH:3]=1. The catalyst class is: 73. (2) Reactant: [Br:1][C:2]1[S:6][C:5]([C:7](=[O:13])[C:8]([O:10][CH2:11][CH3:12])=[O:9])=[CH:4][CH:3]=1.C(O[BH-](OC(=O)C)OC(=O)C)(=O)C.[Na+]. Product: [Br:1][C:2]1[S:6][C:5]([CH:7]([OH:13])[C:8]([O:10][CH2:11][CH3:12])=[O:9])=[CH:4][CH:3]=1. The catalyst class is: 54. (3) Reactant: C(=O)([O-])[O-].[Cs+].[Cs+].C1(P(C2CCCCC2)C2C=CC=CC=2C2C(C(C)C)=CC(C(C)C)=CC=2C(C)C)CCCCC1.Br[C:42]1[C:50]2[O:49][C:48]([C:51]([O:53][CH2:54][CH3:55])=[O:52])=[CH:47][C:46]=2[CH:45]=[CH:44][CH:43]=1.[N:56]1([CH2:62][CH2:63][C:64]2[CH:65]=[C:66]3[C:70](=[CH:71][CH:72]=2)[N:69]([C:73](=[O:75])[CH3:74])[CH2:68][CH2:67]3)[CH2:61][CH2:60][NH:59][CH2:58][CH2:57]1. Product: [C:73]([N:69]1[C:70]2[C:66](=[CH:65][C:64]([CH2:63][CH2:62][N:56]3[CH2:61][CH2:60][N:59]([C:42]4[C:50]5[O:49][C:48]([C:51]([O:53][CH2:54][CH3:55])=[O:52])=[CH:47][C:46]=5[CH:45]=[CH:44][CH:43]=4)[CH2:58][CH2:57]3)=[CH:72][CH:71]=2)[CH2:67][CH2:68]1)(=[O:75])[CH3:74]. The catalyst class is: 110. (4) Reactant: [Cl:1][C:2]1[CH:3]=[C:4]2[C:9](=[CH:10][C:11]=1[O:12][C:13]1[CH:21]=[CH:20][C:16]([C:17](O)=[O:18])=[CH:15][CH:14]=1)[O:8][CH2:7][CH2:6][CH:5]2[C:22]([O:24][CH2:25][CH3:26])=[O:23].[Cl:27][C:28]1[CH:29]=[C:30]([CH2:35][CH2:36][NH2:37])[CH:31]=[C:32]([Cl:34])[CH:33]=1.Cl.CN(C)CCCN=C=NCC.ON1C2N=CC=CC=2N=N1.C(N(CC)C(C)C)(C)C. Product: [Cl:1][C:2]1[CH:3]=[C:4]2[C:9](=[CH:10][C:11]=1[O:12][C:13]1[CH:21]=[CH:20][C:16]([C:17](=[O:18])[NH:37][CH2:36][CH2:35][C:30]3[CH:29]=[C:28]([Cl:27])[CH:33]=[C:32]([Cl:34])[CH:31]=3)=[CH:15][CH:14]=1)[O:8][CH2:7][CH2:6][CH:5]2[C:22]([O:24][CH2:25][CH3:26])=[O:23]. The catalyst class is: 85.